This data is from Catalyst prediction with 721,799 reactions and 888 catalyst types from USPTO. The task is: Predict which catalyst facilitates the given reaction. (1) Reactant: [C:1]([CH:3]([C:13]1[N:14]([CH2:27][CH3:28])[C:15](=[O:26])[N:16](COC)[C:17](=[O:22])[C:18]=1[CH:19]([CH3:21])[CH3:20])[C:4]1[CH:5]=[C:6]([CH:9]=[C:10]([CH3:12])[CH:11]=1)[C:7]#[N:8])#[N:2].CSSC. Product: [C:1]([CH:3]([C:13]1[N:14]([CH2:27][CH3:28])[C:15](=[O:26])[NH:16][C:17](=[O:22])[C:18]=1[CH:19]([CH3:21])[CH3:20])[C:4]1[CH:5]=[C:6]([CH:9]=[C:10]([CH3:12])[CH:11]=1)[C:7]#[N:8])#[N:2]. The catalyst class is: 4. (2) Reactant: [NH2:1][C:2]1[CH:7]=[C:6]([N+:8]([O-:10])=[O:9])[CH:5]=[CH:4][C:3]=1[CH:11]=[CH:12][C:13]([O:15][CH3:16])=[O:14].[Cl:17][C:18]1[CH:28]=[C:27]([F:29])[C:26]([F:30])=[CH:25][C:19]=1[C:20]([N:22]=[C:23]=[O:24])=[O:21]. Product: [Cl:17][C:18]1[CH:28]=[C:27]([F:29])[C:26]([F:30])=[CH:25][C:19]=1[C:20]([NH:22][C:23](=[O:24])[NH:1][C:2]1[CH:7]=[C:6]([N+:8]([O-:10])=[O:9])[CH:5]=[CH:4][C:3]=1[CH:11]=[CH:12][C:13]([O:15][CH3:16])=[O:14])=[O:21]. The catalyst class is: 10. (3) Reactant: [CH:1]1([CH2:7][C:8]2[NH:12][C:11]([C:13]([O:15]C)=[O:14])=[CH:10][C:9]=2[C:17]2[CH:22]=[C:21]([C:23]([CH3:26])([CH3:25])[CH3:24])[CH:20]=[C:19]([C:27]([CH3:30])([CH3:29])[CH3:28])[CH:18]=2)[CH2:6][CH2:5][CH2:4][CH2:3][CH2:2]1.[OH-].[Na+].Cl. Product: [CH:1]1([CH2:7][C:8]2[NH:12][C:11]([C:13]([OH:15])=[O:14])=[CH:10][C:9]=2[C:17]2[CH:22]=[C:21]([C:23]([CH3:25])([CH3:24])[CH3:26])[CH:20]=[C:19]([C:27]([CH3:30])([CH3:29])[CH3:28])[CH:18]=2)[CH2:6][CH2:5][CH2:4][CH2:3][CH2:2]1. The catalyst class is: 5. (4) Reactant: [C:1]1([N:7]=[C:8]=[O:9])[CH:6]=[CH:5][CH:4]=[CH:3][CH:2]=1.[O:10]1[CH2:15][CH2:14][NH:13][C:12]2[CH:16]=[CH:17][C:18]([C:20]3[CH:21]=[CH:22][C:23]([O:26][CH2:27][C:28]([CH3:34])([CH3:33])[C:29]([O:31][CH3:32])=[O:30])=[N:24][CH:25]=3)=[CH:19][C:11]1=2. Product: [CH3:33][C:28]([CH3:34])([CH2:27][O:26][C:23]1[CH:22]=[CH:21][C:20]([C:18]2[CH:17]=[CH:16][C:12]3[N:13]([C:8](=[O:9])[NH:7][C:1]4[CH:6]=[CH:5][CH:4]=[CH:3][CH:2]=4)[CH2:14][CH2:15][O:10][C:11]=3[CH:19]=2)=[CH:25][N:24]=1)[C:29]([O:31][CH3:32])=[O:30]. The catalyst class is: 2.